Task: Predict the reactants needed to synthesize the given product.. Dataset: Full USPTO retrosynthesis dataset with 1.9M reactions from patents (1976-2016) The reactants are: Br[C:2]1[N:24](S(C2C=CC=CC=2)(=O)=O)[C:5]2=[N:6][CH:7]=[C:8]([CH2:10][CH2:11][C:12]3[C:17]([F:18])=[C:16]([O:19][CH3:20])[CH:15]=[C:14]([O:21][CH3:22])[C:13]=3[F:23])[N:9]=[C:4]2[CH:3]=1.[CH3:34][C:35]1[C:39](B(O)O)=[CH:38][NH:37][N:36]=1.ClCCl.P([O-])([O-])([O-])=O.[K+].[K+].[K+].C(=O)([O-])[O-].[K+].[K+]. Given the product [F:18][C:17]1[C:16]([O:19][CH3:20])=[CH:15][C:14]([O:21][CH3:22])=[C:13]([F:23])[C:12]=1[CH2:11][CH2:10][C:8]1[N:9]=[C:4]2[CH:3]=[C:2]([C:39]3[CH:38]=[N:37][NH:36][C:35]=3[CH3:34])[NH:24][C:5]2=[N:6][CH:7]=1, predict the reactants needed to synthesize it.